Dataset: NCI-60 drug combinations with 297,098 pairs across 59 cell lines. Task: Regression. Given two drug SMILES strings and cell line genomic features, predict the synergy score measuring deviation from expected non-interaction effect. Drug 1: CS(=O)(=O)C1=CC(=C(C=C1)C(=O)NC2=CC(=C(C=C2)Cl)C3=CC=CC=N3)Cl. Drug 2: C1=CC(=CC=C1CC(C(=O)O)N)N(CCCl)CCCl.Cl. Cell line: A549. Synergy scores: CSS=27.2, Synergy_ZIP=-7.90, Synergy_Bliss=1.07, Synergy_Loewe=-0.0453, Synergy_HSA=-0.0382.